From a dataset of Full USPTO retrosynthesis dataset with 1.9M reactions from patents (1976-2016). Predict the reactants needed to synthesize the given product. (1) The reactants are: [Cl:1][C:2]1[CH:7]=[CH:6][C:5]([C:8]2[S:16][C:15]3[C:14](=[O:17])[N:13]([C:18]4[CH:23]=[CH:22][C:21]([NH:24][CH2:25][CH2:26][N:27]5[CH2:31][CH2:30][CH2:29][CH2:28]5)=[C:20]([O:32][CH3:33])[CH:19]=4)[CH:12]=[N:11][C:10]=3[CH:9]=2)=[CH:4][CH:3]=1.[CH:34](O)=[O:35]. Given the product [Cl:1][C:2]1[CH:7]=[CH:6][C:5]([C:8]2[S:16][C:15]3[C:14](=[O:17])[N:13]([C:18]4[CH:23]=[CH:22][C:21]([N:24]([CH2:25][CH2:26][N:27]5[CH2:28][CH2:29][CH2:30][CH2:31]5)[CH:34]=[O:35])=[C:20]([O:32][CH3:33])[CH:19]=4)[CH:12]=[N:11][C:10]=3[CH:9]=2)=[CH:4][CH:3]=1, predict the reactants needed to synthesize it. (2) Given the product [Cl:1][C:2]1[CH:7]=[CH:6][CH:5]=[CH:4][C:3]=1[CH2:8][CH2:9][C:10]1[N:11]=[CH:12][NH:13][CH:14]=1, predict the reactants needed to synthesize it. The reactants are: [Cl:1][C:2]1[CH:7]=[CH:6][CH:5]=[CH:4][C:3]=1[CH:8]=[CH:9][C:10]1[N:11]=[CH:12][N:13](C(C2C=CC=CC=2)(C2C=CC=CC=2)C2C=CC=CC=2)[CH:14]=1.C(Cl)(Cl)Cl.C(O)(=O)C.Cl. (3) Given the product [CH:1]1([S:4]([C:7]2[CH:8]=[CH:9][C:10]([CH:13]([CH2:18][CH:19]3[CH2:24][CH2:23][O:22][CH2:21][CH2:20]3)[C:14](=[O:17])[CH2:15][CH2:16][C:31]([C:26]3[CH:27]=[CH:28][CH:29]=[CH:30][N:25]=3)=[O:32])=[CH:11][CH:12]=2)(=[O:6])=[O:5])[CH2:3][CH2:2]1, predict the reactants needed to synthesize it. The reactants are: [CH:1]1([S:4]([C:7]2[CH:12]=[CH:11][C:10]([CH:13]([CH2:18][CH:19]3[CH2:24][CH2:23][O:22][CH2:21][CH2:20]3)[C:14](=[O:17])[CH:15]=[CH2:16])=[CH:9][CH:8]=2)(=[O:6])=[O:5])[CH2:3][CH2:2]1.[N:25]1[CH:30]=[CH:29][CH:28]=[CH:27][C:26]=1[CH:31]=[O:32].C(N(CC)CC)C.